Dataset: Ames mutagenicity test results for genotoxicity prediction. Task: Regression/Classification. Given a drug SMILES string, predict its toxicity properties. Task type varies by dataset: regression for continuous values (e.g., LD50, hERG inhibition percentage) or binary classification for toxic/non-toxic outcomes (e.g., AMES mutagenicity, cardiotoxicity, hepatotoxicity). Dataset: ames. (1) The compound is Cc1ccc2cc3c(c4c2c1CC4)C1OC1c1ccccc1-3. The result is 1 (mutagenic). (2) The drug is COc1cc([N+](=O)[O-])c(O)c(C(C)(C)C)c1. The result is 0 (non-mutagenic). (3) The compound is CN(C)N=Nc1ccc(Br)cc1. The result is 1 (mutagenic). (4) The compound is COc1cc(-c2cc(OC)cc(C(C)(C)C)c2O)c(O)c(C(C)(C)C)c1. The result is 0 (non-mutagenic). (5) The drug is COc1cc(O)c2c(=O)oc3cc(O)cc(C)c3c2c1. The result is 0 (non-mutagenic). (6) The molecule is ClCCSCCCl. The result is 1 (mutagenic). (7) The compound is CCCCCCCCCCCCCC(=O)O[C@@H]1[C@H](C)[C@]2(O)[C@@H](C=C(CO)C[C@@]3(O)C(=O)C(C)=C[C@H]32)[C@H]2C(C)(C)[C@]21OC(C)=O. The result is 0 (non-mutagenic).